This data is from Catalyst prediction with 721,799 reactions and 888 catalyst types from USPTO. The task is: Predict which catalyst facilitates the given reaction. Reactant: [C:1]([O:5][C:6]([N:8]1[CH2:11][CH:10]([NH2:12])[CH2:9]1)=[O:7])([CH3:4])([CH3:3])[CH3:2].[F:13][C:14]([F:29])([F:28])[C:15]1[CH:16]=[C:17]([CH:25]=[CH:26][CH:27]=1)[C:18]([NH:20][CH2:21][C:22](O)=[O:23])=[O:19].CCN=C=NCCCN(C)C.C1C=CC2N(O)N=NC=2C=1. Product: [C:1]([O:5][C:6]([N:8]1[CH2:11][CH:10]([NH:12][C:22](=[O:23])[CH2:21][NH:20][C:18](=[O:19])[C:17]2[CH:25]=[CH:26][CH:27]=[C:15]([C:14]([F:13])([F:29])[F:28])[CH:16]=2)[CH2:9]1)=[O:7])([CH3:4])([CH3:2])[CH3:3]. The catalyst class is: 2.